This data is from Full USPTO retrosynthesis dataset with 1.9M reactions from patents (1976-2016). The task is: Predict the reactants needed to synthesize the given product. (1) Given the product [NH2:32][CH:34]1[CH2:6][CH2:5][CH:4]([CH2:27][NH:28][C:2]2[CH:3]=[CH:4][C:5]([C:17]([F:20])([F:19])[F:18])=[C:6]([C:8]3[C:16]4[C:11](=[N:12][CH:13]=[CH:14][CH:15]=4)[NH:10][N:9]=3)[N:7]=2)[CH2:3][CH2:2]1, predict the reactants needed to synthesize it. The reactants are: Cl[C:2]1[N:7]=[C:6]([C:8]2[C:16]3[C:11](=[N:12][CH:13]=[CH:14][CH:15]=3)[NH:10][N:9]=2)[C:5]([C:17]([F:20])([F:19])[F:18])=[CH:4][CH:3]=1.C([O-])([O-])=O.[K+].[K+].[C:27](=O)([O-])[NH2:28].C[N:32]([CH:34]=O)C. (2) Given the product [ClH:1].[NH2:8][CH2:9][C:10]1[S:11][CH:12]=[C:13]([C:15]2[C:24]([CH3:25])=[C:23]3[C:18]([C:19](=[O:30])[NH:20][C:21](=[O:29])[N:22]3[CH:26]3[CH2:27][CH2:28]3)=[CH:17][C:16]=2[F:31])[CH:14]=1, predict the reactants needed to synthesize it. The reactants are: [ClH:1].C(OC(=O)[NH:8][CH2:9][C:10]1[S:11][CH:12]=[C:13]([C:15]2[C:24]([CH3:25])=[C:23]3[C:18]([C:19](=[O:30])[NH:20][C:21](=[O:29])[N:22]3[CH:26]3[CH2:28][CH2:27]3)=[CH:17][C:16]=2[F:31])[CH:14]=1)(C)(C)C.